Dataset: Forward reaction prediction with 1.9M reactions from USPTO patents (1976-2016). Task: Predict the product of the given reaction. (1) Given the reactants [CH:1]([C:3]1[CH:4]=[CH:5][C:6]2[N:7]([C:9]([CH2:12][NH:13][C:14](=[O:20])[O:15][C:16]([CH3:19])([CH3:18])[CH3:17])=[N:10][N:11]=2)[N:8]=1)=[O:2].[CH3:21][Mg]Br.[NH4+].[Cl-], predict the reaction product. The product is: [OH:2][CH:1]([C:3]1[CH:4]=[CH:5][C:6]2[N:7]([C:9]([CH2:12][NH:13][C:14](=[O:20])[O:15][C:16]([CH3:17])([CH3:19])[CH3:18])=[N:10][N:11]=2)[N:8]=1)[CH3:21]. (2) Given the reactants [C:1]([O:5][C:6]([N:8]1[CH2:13][CH2:12][CH2:11][C:10]([NH:17]C(OCC2C3C=CC=CC=3C3C2=CC=CC=3)=O)([C:14]([OH:16])=[O:15])[CH2:9]1)=[O:7])([CH3:4])([CH3:3])[CH3:2].C(OC)(C)(C)C.C(O)(C)C.N1CCCCC1, predict the reaction product. The product is: [NH2:17][C:10]1([C:14]([OH:16])=[O:15])[CH2:11][CH2:12][CH2:13][N:8]([C:6]([O:5][C:1]([CH3:2])([CH3:3])[CH3:4])=[O:7])[CH2:9]1. (3) Given the reactants Cl[CH2:2][C:3]([NH:5][C:6]1[CH:16]=[CH:15][C:9]2[NH:10][C:11](=[O:14])[CH2:12][O:13][C:8]=2[CH:7]=1)=[O:4].[O:17]([CH:24]1[CH2:29][CH2:28][N:27](C)[CH2:26][CH2:25]1)[C:18]1[CH:23]=[CH:22][CH:21]=[CH:20][CH:19]=1.[CH2:31](OCC)C, predict the reaction product. The product is: [O:17]([CH:24]1[CH2:25][CH2:26][N:27]([CH2:2][C:3]([NH:5][C:6]2[CH:16]=[CH:15][C:9]3[NH:10][C:11](=[O:14])[CH2:12][O:13][C:8]=3[CH:7]=2)=[O:4])[CH:28]([CH3:31])[CH2:29]1)[C:18]1[CH:19]=[CH:20][CH:21]=[CH:22][CH:23]=1. (4) Given the reactants [O:1]=[C:2]1[C:11]2[C:6](=[CH:7][CH:8]=[CH:9][CH:10]=2)[NH:5][N:4]=[C:3]1[C:12]([OH:14])=O.[Cl:15][C:16]1[CH:23]=[CH:22][C:19]([CH2:20][NH2:21])=[CH:18][CH:17]=1.C(Cl)CCl.C1C=CC2N(O)N=NC=2C=1, predict the reaction product. The product is: [Cl:15][C:16]1[CH:23]=[CH:22][C:19]([CH2:20][NH:21][C:12]([C:3]2[C:2](=[O:1])[C:11]3[C:6](=[CH:7][CH:8]=[CH:9][CH:10]=3)[NH:5][N:4]=2)=[O:14])=[CH:18][CH:17]=1. (5) Given the reactants [Si:1]([O:8][C@H:9]1[CH2:18][C:17]([CH3:20])([CH3:19])[CH2:16][C:15]2[N:14]=[C:13]([CH2:21][OH:22])[C:12]3[C@@H:23]([C:31]4[CH:36]=[CH:35][C:34]([C:37]([F:40])([F:39])[F:38])=[CH:33][CH:32]=4)[O:24][C:25]4([CH2:30][CH2:29][O:28][CH2:27][CH2:26]4)[C:11]=3[C:10]1=2)([C:4]([CH3:7])([CH3:6])[CH3:5])([CH3:3])[CH3:2].C(N(C(C)C)CC)(C)C.[CH3:50][S:51](O[S:51]([CH3:50])(=[O:53])=[O:52])(=[O:53])=[O:52], predict the reaction product. The product is: [CH3:50][S:51]([O:22][CH2:21][C:13]1[C:12]2[C@@H:23]([C:31]3[CH:36]=[CH:35][C:34]([C:37]([F:40])([F:38])[F:39])=[CH:33][CH:32]=3)[O:24][C:25]3([CH2:30][CH2:29][O:28][CH2:27][CH2:26]3)[C:11]=2[C:10]2[C@@H:9]([O:8][Si:1]([C:4]([CH3:5])([CH3:6])[CH3:7])([CH3:3])[CH3:2])[CH2:18][C:17]([CH3:20])([CH3:19])[CH2:16][C:15]=2[N:14]=1)(=[O:53])=[O:52]. (6) Given the reactants [OH:1][CH2:2][CH2:3][N:4]1[CH2:9][CH2:8][O:7][CH2:6][CH2:5]1.C[Si]([N-][Si](C)(C)C)(C)C.[Li+].[CH:20]1([NH:23][C:24]([C:26]2[S:39][C:29]3=[N:30][C:31](S(C)=O)=[C:32]([Cl:35])[C:33]([CH3:34])=[C:28]3[C:27]=2[NH2:40])=[O:25])[CH2:22][CH2:21]1, predict the reaction product. The product is: [CH:20]1([NH:23][C:24]([C:26]2[S:39][C:29]3=[N:30][C:31]([O:1][CH2:2][CH2:3][N:4]4[CH2:9][CH2:8][O:7][CH2:6][CH2:5]4)=[C:32]([Cl:35])[C:33]([CH3:34])=[C:28]3[C:27]=2[NH2:40])=[O:25])[CH2:22][CH2:21]1. (7) Given the reactants [CH3:1][O:2][C:3]([C:5]1[CH:14]=[C:13]2[C:8]([C@@H:9]([NH2:15])[CH2:10][CH2:11][S:12]2)=[CH:7][C:6]=1[O:16][CH3:17])=[O:4].C(=O)([O-])[O-].[K+].[K+].[C:24]([O:28][C:29](O[C:29]([O:28][C:24]([CH3:27])([CH3:26])[CH3:25])=[O:30])=[O:30])([CH3:27])([CH3:26])[CH3:25], predict the reaction product. The product is: [CH3:1][O:2][C:3]([C:5]1[CH:14]=[C:13]2[C:8]([C@@H:9]([NH:15][C:29]([O:28][C:24]([CH3:27])([CH3:26])[CH3:25])=[O:30])[CH2:10][CH2:11][S:12]2)=[CH:7][C:6]=1[O:16][CH3:17])=[O:4].